This data is from Reaction yield outcomes from USPTO patents with 853,638 reactions. The task is: Predict the reaction yield, written as a fraction of the theoretical maximum amount of product (1.0 means a 100% yield; for example, 0.34 means a 34% yield). (1) The reactants are Br[C:2]1[C:3]([O:11][CH3:12])=[C:4]([C:7]([O:9][CH3:10])=[O:8])[S:5][CH:6]=1.CC1(C)COB([C:20]2[N:24]([CH3:25])[N:23]=[CH:22][CH:21]=2)OC1.C([O-])([O-])=O.[K+].[K+]. The catalyst is O1CCOCC1.O.C1C=CC([P]([Pd]([P](C2C=CC=CC=2)(C2C=CC=CC=2)C2C=CC=CC=2)([P](C2C=CC=CC=2)(C2C=CC=CC=2)C2C=CC=CC=2)[P](C2C=CC=CC=2)(C2C=CC=CC=2)C2C=CC=CC=2)(C2C=CC=CC=2)C2C=CC=CC=2)=CC=1. The product is [CH3:12][O:11][C:3]1[C:2]([C:20]2[N:24]([CH3:25])[N:23]=[CH:22][CH:21]=2)=[CH:6][S:5][C:4]=1[C:7]([O:9][CH3:10])=[O:8]. The yield is 0.860. (2) The reactants are [ClH:1].[F:2][C:3]1[CH:4]=[C:5]([CH:17]=[C:18]([F:21])[C:19]=1[F:20])[CH2:6][C:7]1[CH:8]=[C:9]([CH:14]=[CH:15][N:16]=1)[C:10]([O:12][CH3:13])=[O:11]. The catalyst is CO.[Pt](=O)=O. The product is [ClH:1].[F:21][C:18]1[CH:17]=[C:5]([CH:4]=[C:3]([F:2])[C:19]=1[F:20])[CH2:6][CH:7]1[CH2:8][CH:9]([C:10]([O:12][CH3:13])=[O:11])[CH2:14][CH2:15][NH:16]1. The yield is 0.970.